This data is from Peptide-MHC class I binding affinity with 185,985 pairs from IEDB/IMGT. The task is: Regression. Given a peptide amino acid sequence and an MHC pseudo amino acid sequence, predict their binding affinity value. This is MHC class I binding data. (1) The peptide sequence is HIGHHYIWIK. The MHC is HLA-A31:01 with pseudo-sequence HLA-A31:01. The binding affinity (normalized) is 0.555. (2) The peptide sequence is MTVQGGETM. The MHC is HLA-B35:01 with pseudo-sequence HLA-B35:01. The binding affinity (normalized) is 0.248.